From a dataset of Reaction yield outcomes from USPTO patents with 853,638 reactions. Predict the reaction yield, written as a fraction of the theoretical maximum amount of product (1.0 means a 100% yield; for example, 0.34 means a 34% yield). (1) The reactants are [Cl:1][C:2]1[CH:3]=[C:4]2[C:9](=[CH:10][CH:11]=1)[N:8]=[C:7]([NH:12][CH:13]1[CH2:18][CH2:17][CH2:16][CH:15]([NH2:19])[CH2:14]1)[CH:6]=[CH:5]2.[S:20]1[CH:24]=[CH:23][C:22]([CH:25]=O)=[CH:21]1. The catalyst is C(Cl)Cl.CO.C(Cl)Cl.CC(O)=O. The product is [Cl:1][C:2]1[CH:3]=[C:4]2[C:9](=[CH:10][CH:11]=1)[N:8]=[C:7]([NH:12][CH:13]1[CH2:18][CH2:17][CH2:16][CH:15]([NH:19][CH2:25][C:22]3[CH:23]=[CH:24][S:20][CH:21]=3)[CH2:14]1)[CH:6]=[CH:5]2. The yield is 0.260. (2) The reactants are C(OC(=O)[NH:10][CH:11]1[C:25](=[O:26])[N:24]([CH3:27])[CH2:23][C:14]2[C:15]3[CH:16]=[N:17][NH:18][C:19]=3[C:20]([CH3:22])=[CH:21][C:13]=2[CH2:12]1)C1C=CC=CC=1.[H][H].C(Cl)(Cl)[Cl:32]. The catalyst is CO.[Pd]. The product is [ClH:32].[NH2:10][CH:11]1[C:25](=[O:26])[N:24]([CH3:27])[CH2:23][C:14]2[C:15]3[CH:16]=[N:17][NH:18][C:19]=3[C:20]([CH3:22])=[CH:21][C:13]=2[CH2:12]1. The yield is 1.00. (3) The yield is 0.430. The catalyst is N1C=CC=CC=1. The reactants are [Cl:1][C:2]1[CH:7]=[CH:6][C:5]([CH2:8][C:9]([OH:11])=O)=[CH:4][CH:3]=1.[NH2:12][C:13]1[CH:18]=[C:17]([C:19]([C:21]2[C:29]3[CH:28]=[N:27][CH:26]=[N:25][C:24]=3[N:23]([CH:30]3[CH2:35][O:34]C(C)(C)[O:32][CH2:31]3)[CH:22]=2)=[O:20])[CH:16]=[CH:15][N:14]=1.CN(C(ON1N=NC2C=CC=NC1=2)=[N+](C)C)C.F[P-](F)(F)(F)(F)F.C(=O)(O)[O-].[Na+]. The product is [Cl:1][C:2]1[CH:3]=[CH:4][C:5]([CH2:8][C:9]([NH:12][C:13]2[CH:18]=[C:17]([C:19]([C:21]3[C:29]4[CH:28]=[N:27][CH:26]=[N:25][C:24]=4[N:23]([CH:30]([CH2:31][OH:32])[CH2:35][OH:34])[CH:22]=3)=[O:20])[CH:16]=[CH:15][N:14]=2)=[O:11])=[CH:6][CH:7]=1. (4) The reactants are Cl[C:2]1[N:7]=[C:6]([N:8]2[CH2:13][CH2:12][O:11][CH2:10][CH2:9]2)[N:5]=[C:4]([N:14]2[C:18]3[CH:19]=[CH:20][CH:21]=[C:22]([O:23][CH3:24])[C:17]=3[N:16]=[C:15]2[CH:25]([F:27])[F:26])[N:3]=1.[C:28]([O:32][C:33]([NH:35][C:36]1[CH:41]=[CH:40][C:39](B(O)O)=[CH:38][CH:37]=1)=[O:34])([CH3:31])([CH3:30])[CH3:29].C([O-])([O-])=O.[K+].[K+]. The catalyst is O1CCOCC1.O.C1C=CC(P(C2C=CC=CC=2)[C-]2C=CC=C2)=CC=1.C1C=CC(P(C2C=CC=CC=2)[C-]2C=CC=C2)=CC=1.Cl[Pd]Cl.[Fe+2]. The product is [F:26][CH:25]([F:27])[C:15]1[N:14]([C:4]2[N:5]=[C:6]([N:8]3[CH2:13][CH2:12][O:11][CH2:10][CH2:9]3)[N:7]=[C:2]([C:39]3[CH:38]=[CH:37][C:36]([NH:35][C:33](=[O:34])[O:32][C:28]([CH3:30])([CH3:29])[CH3:31])=[CH:41][CH:40]=3)[N:3]=2)[C:18]2[CH:19]=[CH:20][CH:21]=[C:22]([O:23][CH3:24])[C:17]=2[N:16]=1. The yield is 0.710. (5) The reactants are [CH3:1][C:2]1[CH:7]=[CH:6][N:5]2[C:8]([C:18]3[CH:23]=[CH:22][N:21]=[C:20]([C:24]4[CH:29]=[CH:28][C:27]([O:30][CH2:31][CH2:32]Br)=[CH:26][CH:25]=4)[CH:19]=3)=[C:9]([C:11]3[CH:16]=[CH:15][CH:14]=[C:13]([CH3:17])[N:12]=3)[N:10]=[C:4]2[CH:3]=1.[NH:34]1[CH2:38][CH2:37][CH2:36][CH2:35]1. The catalyst is CCCCC. The product is [CH3:1][C:2]1[CH:7]=[CH:6][N:5]2[C:8]([C:18]3[CH:23]=[CH:22][N:21]=[C:20]([C:24]4[CH:29]=[CH:28][C:27]([O:30][CH2:31][CH2:32][N:34]5[CH2:38][CH2:37][CH2:36][CH2:35]5)=[CH:26][CH:25]=4)[CH:19]=3)=[C:9]([C:11]3[CH:16]=[CH:15][CH:14]=[C:13]([CH3:17])[N:12]=3)[N:10]=[C:4]2[CH:3]=1. The yield is 0.244. (6) The reactants are Cl[C:2]1[C:11]2[C:6](=[CH:7][CH:8]=[CH:9][CH:10]=2)[N:5]=[CH:4][C:3]=1[N+:12]([O-:14])=[O:13].[NH:15]1[CH2:20][CH2:19][CH2:18][C@H:17]([NH:21][C:22](=[O:28])[O:23][C:24]([CH3:27])([CH3:26])[CH3:25])[CH2:16]1.CCN(C(C)C)C(C)C. The catalyst is C(O)CCC. The product is [N+:12]([C:3]1[CH:4]=[N:5][C:6]2[C:11]([C:2]=1[N:15]1[CH2:20][CH2:19][CH2:18][C@H:17]([NH:21][C:22](=[O:28])[O:23][C:24]([CH3:26])([CH3:25])[CH3:27])[CH2:16]1)=[CH:10][CH:9]=[CH:8][CH:7]=2)([O-:14])=[O:13]. The yield is 0.530.